Dataset: Catalyst prediction with 721,799 reactions and 888 catalyst types from USPTO. Task: Predict which catalyst facilitates the given reaction. (1) Reactant: [CH2:1]([O:8][C:9]([N:11]1[CH:15]([C:16]([OH:18])=O)[CH2:14][S:13][C@@H:12]1[CH:19]1[CH2:24][CH2:23][N:22]([C:25]([O:27][C:28]([CH3:31])([CH3:30])[CH3:29])=[O:26])[CH2:21][CH2:20]1)=[O:10])[C:2]1[CH:7]=[CH:6][CH:5]=[CH:4][CH:3]=1.CCN(C(C)C)C(C)C.CN(C(ON1N=NC2C=CC=NC1=2)=[N+](C)C)C.F[P-](F)(F)(F)(F)F.[NH2:65][C:66]1[S:67][CH:68]=[C:69]([C:71]2[CH:82]=[CH:81][C:74]([C:75]([NH:77][CH:78]3[CH2:80][CH2:79]3)=[O:76])=[CH:73][CH:72]=2)[N:70]=1. Product: [C:28]([O:27][C:25]([N:22]1[CH2:23][CH2:24][CH:19]([C@@H:12]2[N:11]([C:9]([O:8][CH2:1][C:2]3[CH:7]=[CH:6][CH:5]=[CH:4][CH:3]=3)=[O:10])[CH:15]([C:16](=[O:18])[NH:65][C:66]3[S:67][CH:68]=[C:69]([C:71]4[CH:72]=[CH:73][C:74]([C:75](=[O:76])[NH:77][CH:78]5[CH2:80][CH2:79]5)=[CH:81][CH:82]=4)[N:70]=3)[CH2:14][S:13]2)[CH2:20][CH2:21]1)=[O:26])([CH3:31])([CH3:30])[CH3:29]. The catalyst class is: 3. (2) Reactant: C(=O)([O-])[O-].[K+].[K+].O.NN.C([O:12][C:13](=[O:46])[N:14]([CH2:28][C@H:29](OC(=O)C)[CH2:30][N:31]1[C:35](=[O:36])[C:34]2=CC=CC=C2C1=O)[C:15]1[CH:20]=[CH:19][C:18]([N:21]2[CH2:26][CH2:25][O:24][CH2:23][CH2:22]2)=[C:17]([F:27])[CH:16]=1)C.C(OCC)(=O)C. Product: [F:27][C:17]1[CH:16]=[C:15]([N:14]2[CH2:28][C@H:29]([CH2:30][NH:31][C:35](=[O:36])[CH3:34])[O:12][C:13]2=[O:46])[CH:20]=[CH:19][C:18]=1[N:21]1[CH2:26][CH2:25][O:24][CH2:23][CH2:22]1. The catalyst class is: 5. (3) The catalyst class is: 12. Product: [CH3:10][C:11]([CH3:17])([CH2:14][CH:15]=[CH2:16])[CH2:12][O:13][C:19]([NH:32][C@H:33]([C:38]([OH:40])=[O:39])[C:34]([CH3:37])([CH3:36])[CH3:35])=[O:21]. Reactant: CCN(C(C)C)C(C)C.[CH3:10][C:11]([CH3:17])([CH2:14][CH:15]=[CH2:16])[CH2:12][OH:13].Cl[C:19](Cl)([O:21]C(=O)OC(Cl)(Cl)Cl)Cl.[OH-].[Na+].[NH2:32][C@H:33]([C:38]([OH:40])=[O:39])[C:34]([CH3:37])([CH3:36])[CH3:35]. (4) Reactant: [CH:1]1[C:13]2[CH:12]([CH2:14][O:15][C:16]([NH:18][C@:19]3([C:23](O)=[O:24])[CH2:21][C@@H:20]3[CH3:22])=[O:17])[C:11]3[C:6](=[CH:7][CH:8]=[CH:9][CH:10]=3)[C:5]=2[CH:4]=[CH:3][CH:2]=1.C(Cl)(=O)C(Cl)=O.C(N(CC)CC)C.[NH2:39][C:40]1[S:41][C:42]([CH3:55])=[C:43]([CH3:54])[C:44]=1[C:45]([C:47]1[CH:52]=[CH:51][C:50]([Cl:53])=[CH:49][CH:48]=1)=[O:46]. Product: [Cl:53][C:50]1[CH:51]=[CH:52][C:47]([C:45]([C:44]2[C:43]([CH3:54])=[C:42]([CH3:55])[S:41][C:40]=2[NH:39][C:23]([C@@:19]2([NH:18][C:16](=[O:17])[O:15][CH2:14][CH:12]3[C:11]4[CH:10]=[CH:9][CH:8]=[CH:7][C:6]=4[C:5]4[C:13]3=[CH:1][CH:2]=[CH:3][CH:4]=4)[CH2:21][C@@H:20]2[CH3:22])=[O:24])=[O:46])=[CH:48][CH:49]=1. The catalyst class is: 85. (5) Reactant: [CH:1]([C:4]1[CH:9]=[CH:8][C:7]([NH:10][CH2:11][CH:12]([O:16][CH2:17][CH3:18])[O:13][CH2:14][CH3:15])=[CH:6][CH:5]=1)([CH3:3])[CH3:2].[C:19]([C:23]1[CH:24]=[C:25]([N:29]=[C:30]=[O:31])[CH:26]=[CH:27][CH:28]=1)([O:21][CH3:22])=[O:20]. Product: [CH:1]([C:4]1[CH:5]=[CH:6][C:7]([N:10]2[CH:11]=[CH:12][N:29]([C:25]3[CH:24]=[C:23]([CH:28]=[CH:27][CH:26]=3)[C:19]([OH:21])=[O:20])[C:30]2=[O:31])=[CH:8][CH:9]=1)([CH3:2])[CH3:3].[CH3:22][O:21][C:19](=[O:20])[C:23]1[CH:28]=[CH:27][CH:26]=[C:25]([NH:29][C:30]([N:10]([CH2:11][CH:12]([O:13][CH2:14][CH3:15])[O:16][CH2:17][CH3:18])[C:7]2[CH:8]=[CH:9][C:4]([CH:1]([CH3:2])[CH3:3])=[CH:5][CH:6]=2)=[O:31])[CH:24]=1. The catalyst class is: 4. (6) Product: [C:10]([O:9][C:8](=[O:14])[NH:7][C:4]1[S:5][CH:6]=[C:2]([B:15]2[O:19][C:18]([CH3:21])([CH3:20])[C:17]([CH3:23])([CH3:22])[O:16]2)[CH:3]=1)([CH3:13])([CH3:12])[CH3:11]. The catalyst class is: 151. Reactant: Br[C:2]1[CH:3]=[C:4]([NH:7][C:8](=[O:14])[O:9][C:10]([CH3:13])([CH3:12])[CH3:11])[S:5][CH:6]=1.[B:15]1([B:15]2[O:19][C:18]([CH3:21])([CH3:20])[C:17]([CH3:23])([CH3:22])[O:16]2)[O:19][C:18]([CH3:21])([CH3:20])[C:17]([CH3:23])([CH3:22])[O:16]1.C([O-])(=O)C.[K+]. (7) Reactant: [Cl:1][C:2]1[CH:7]=[CH:6][C:5]([S:8][C:9]2[N:13]([CH3:14])[C:12]([C:15]3[CH:20]=[CH:19][CH:18]=[CH:17][N:16]=3)=[N:11][C:10]=2[C:21]2[CH:26]=[CH:25][C:24]([C:27](=[O:32])[C:28]([F:31])([F:30])[F:29])=[CH:23][CH:22]=2)=[CH:4][CH:3]=1. Product: [Cl:1][C:2]1[CH:3]=[CH:4][C:5]([S:8][C:9]2[N:13]([CH3:14])[C:12]([C:15]3[CH:20]=[CH:19][CH:18]=[CH:17][N:16]=3)=[N:11][C:10]=2[C:21]2[CH:26]=[CH:25][C:24]([CH:27]([OH:32])[C:28]([F:29])([F:30])[F:31])=[CH:23][CH:22]=2)=[CH:6][CH:7]=1. The catalyst class is: 14. (8) Reactant: [NH2:1][C:2](=[N:8][NH2:9])[C:3]([O:5][CH2:6][CH3:7])=[O:4].[CH:10]1([CH2:16][C:17](Cl)=[O:18])[CH2:15][CH2:14][CH2:13][CH2:12][CH2:11]1. Product: [NH2:1][C:2](=[N:8][NH:9][C:17](=[O:18])[CH2:16][CH:10]1[CH2:15][CH2:14][CH2:13][CH2:12][CH2:11]1)[C:3]([O:5][CH2:6][CH3:7])=[O:4]. The catalyst class is: 1. (9) Reactant: Br[C:2]1[C:10]2[C:5](=[N:6][CH:7]=[CH:8][N:9]=2)[S:4][C:3]=1[C:11]([NH:13][C:14]1[CH:19]=[C:18]([NH:20][C:21](=[O:33])[C:22]2[CH:27]=[CH:26][CH:25]=[C:24]([C:28]([C:31]#[N:32])([CH3:30])[CH3:29])[CH:23]=2)[CH:17]=[CH:16][C:15]=1[CH3:34])=[O:12].[CH2:35]([Sn](CCCC)(CCCC)C=C)[CH2:36]CC. Product: [C:31]([C:28]([C:24]1[CH:23]=[C:22]([CH:27]=[CH:26][CH:25]=1)[C:21]([NH:20][C:18]1[CH:17]=[CH:16][C:15]([CH3:34])=[C:14]([NH:13][C:11]([C:3]2[S:4][C:5]3=[N:6][CH:7]=[CH:8][N:9]=[C:10]3[C:2]=2[CH:35]=[CH2:36])=[O:12])[CH:19]=1)=[O:33])([CH3:30])[CH3:29])#[N:32]. The catalyst class is: 747.